From a dataset of Full USPTO retrosynthesis dataset with 1.9M reactions from patents (1976-2016). Predict the reactants needed to synthesize the given product. (1) Given the product [NH2:24][C:12]1[CH:11]=[C:10]([O:27][CH3:28])[C:9]([O:8][CH2:1][C:2]2[CH:7]=[CH:6][CH:5]=[CH:4][CH:3]=2)=[CH:23][C:13]=1[C:14]([N:16]1[CH2:20][CH2:19][CH2:18][CH:17]1[CH2:21][OH:22])=[O:15], predict the reactants needed to synthesize it. The reactants are: [CH2:1]([O:8][C:9]1[C:10]([O:27][CH3:28])=[CH:11][C:12]([N+:24]([O-])=O)=[C:13]([CH:23]=1)[C:14]([N:16]1[CH2:20][CH2:19][CH2:18][CH:17]1[CH2:21][OH:22])=[O:15])[C:2]1[CH:7]=[CH:6][CH:5]=[CH:4][CH:3]=1.[Sn](Cl)Cl. (2) Given the product [O:15]=[S:11]1(=[O:14])[CH2:12][CH2:13][N:8]([C:5]2[CH:6]=[CH:7][C:2]([N:1]3[C:29](=[O:30])[CH:28]=[C:27]([CH3:33])[N:23]=[C:24]3[CH3:26])=[CH:3][C:4]=2[F:16])[CH2:9][CH2:10]1, predict the reactants needed to synthesize it. The reactants are: [NH2:1][C:2]1[CH:7]=[CH:6][C:5]([N:8]2[CH2:13][CH2:12][S:11](=[O:15])(=[O:14])[CH2:10][CH2:9]2)=[C:4]([F:16])[CH:3]=1.C[Al](C)C.N#N.[NH:23](/[C:27](/[CH3:33])=[CH:28]\[C:29](OC)=[O:30])[C:24]([CH3:26])=O. (3) Given the product [CH2:44]([O:43][C:42](=[O:51])[NH:41][C:7]1[C:8]([C:12]([NH:14][C:15]2[CH:16]=[N:17][CH:18]=[CH:19][C:20]=2[N:21]2[CH2:26][C@H:25]([CH3:27])[C@H:24]([N:28]3[CH:32]=[CH:31][N:30]=[N:29]3)[C@H:23]([NH:33][C:34]([O:36][C:37]([CH3:38])([CH3:39])[CH3:40])=[O:35])[CH2:22]2)=[O:13])=[N:9][C:10]2[C:5]([CH:6]=1)=[CH:4][CH:3]=[C:2]([C:74]1[CH2:79][CH2:78][O:77][CH2:76][CH:75]=1)[CH:11]=2)[C:45]1[CH:50]=[CH:49][CH:48]=[CH:47][CH:46]=1, predict the reactants needed to synthesize it. The reactants are: Br[C:2]1[CH:11]=[C:10]2[C:5]([CH:6]=[C:7]([NH:41][C:42](=[O:51])[O:43][CH2:44][C:45]3[CH:50]=[CH:49][CH:48]=[CH:47][CH:46]=3)[C:8]([C:12]([NH:14][C:15]3[CH:16]=[N:17][CH:18]=[CH:19][C:20]=3[N:21]3[CH2:26][C@H:25]([CH3:27])[C@H:24]([N:28]4[CH:32]=[CH:31][N:30]=[N:29]4)[C@H:23]([NH:33][C:34]([O:36][C:37]([CH3:40])([CH3:39])[CH3:38])=[O:35])[CH2:22]3)=[O:13])=[N:9]2)=[CH:4][CH:3]=1.[O-]P([O-])([O-])=O.[K+].[K+].[K+].O1CCOCC1.CC1(C)C(C)(C)OB([C:74]2[CH2:75][CH2:76][O:77][CH2:78][CH:79]=2)O1. (4) The reactants are: [OH-].[Na+].Cl.[N+:4]([C:7]1[CH:8]=[C:9]([NH:13][NH2:14])[CH:10]=[CH:11][CH:12]=1)([O-:6])=[O:5].C(O)(=O)C.[CH:19](=O)[CH2:20][CH3:21]. Given the product [N+:4]([C:7]1[CH:8]=[C:9]([NH:13][N:14]=[CH:19][CH2:20][CH3:21])[CH:10]=[CH:11][CH:12]=1)([O-:6])=[O:5], predict the reactants needed to synthesize it. (5) Given the product [CH2:19]([N:1]([CH2:7][C:6]1[CH:11]=[CH:2][CH:3]=[CH:4][CH:5]=1)[C:2]1[CH:3]=[CH:4][CH:5]=[C:6]2[C:11]=1[C:10](=[O:12])[NH:9][CH2:8][CH2:7]2)[C:20]1[CH:25]=[CH:24][CH:23]=[CH:22][CH:21]=1, predict the reactants needed to synthesize it. The reactants are: [NH2:1][C:2]1[CH:3]=[CH:4][CH:5]=[C:6]2[C:11]=1[C:10](=[O:12])[NH:9][CH2:8][CH2:7]2.C(=O)([O-])[O-].[K+].[K+].[CH2:19](Br)[C:20]1[CH:25]=[CH:24][CH:23]=[CH:22][CH:21]=1. (6) Given the product [Cl:1][C:2]1[CH:3]=[C:4]2[C:8](=[CH:9][CH:10]=1)[NH:7][CH:6]=[C:5]2[CH2:11][NH:12][C:13](=[O:22])[C:14]1[CH:19]=[CH:18][C:17]([CH2:20][C:29]2[CH:28]=[CH:27][CH:26]=[C:25]([C:23]#[N:24])[CH:30]=2)=[CH:16][CH:15]=1, predict the reactants needed to synthesize it. The reactants are: [Cl:1][C:2]1[CH:3]=[C:4]2[C:8](=[CH:9][CH:10]=1)[NH:7][CH:6]=[C:5]2[CH2:11][NH:12][C:13](=[O:22])[C:14]1[CH:19]=[CH:18][C:17]([CH2:20]Cl)=[CH:16][CH:15]=1.[C:23]([C:25]1[CH:26]=[C:27](B(O)O)[CH:28]=[CH:29][CH:30]=1)#[N:24].C(=O)([O-])[O-].[Na+].[Na+].[I-].[Na+].